Dataset: Reaction yield outcomes from USPTO patents with 853,638 reactions. Task: Predict the reaction yield, written as a fraction of the theoretical maximum amount of product (1.0 means a 100% yield; for example, 0.34 means a 34% yield). (1) The reactants are [F:1][C:2]1[CH:7]=[CH:6][CH:5]=[C:4]([F:8])[C:3]=1[N:9]1[C:14]2[N:15]=[C:16](S(C)=O)[N:17]=[C:18]([C:19]3[CH:20]=[C:21]([CH:32]=[CH:33][C:34]=3[CH3:35])[C:22]([NH:24][C:25]3[CH:30]=[CH:29][C:28]([F:31])=[CH:27][CH:26]=3)=[O:23])[C:13]=2[CH2:12][NH:11][C:10]1=[O:39].[CH3:40][CH:41]([NH:43][CH2:44][CH2:45][CH2:46][NH2:47])[CH3:42]. The catalyst is C1COCC1. The product is [F:1][C:2]1[CH:7]=[CH:6][CH:5]=[C:4]([F:8])[C:3]=1[N:9]1[C:14]2[N:15]=[C:16]([NH:47][CH2:46][CH2:45][CH2:44][NH:43][CH:41]([CH3:42])[CH3:40])[N:17]=[C:18]([C:19]3[CH:20]=[C:21]([CH:32]=[CH:33][C:34]=3[CH3:35])[C:22]([NH:24][C:25]3[CH:30]=[CH:29][C:28]([F:31])=[CH:27][CH:26]=3)=[O:23])[C:13]=2[CH2:12][NH:11][C:10]1=[O:39]. The yield is 0.640. (2) The reactants are Br[C:2]1[CH:3]=[C:4]([CH3:8])[CH:5]=[CH:6][CH:7]=1.[NH2:9][C:10]1[CH:11]=[N:12][CH:13]=[CH:14][CH:15]=1. No catalyst specified. The product is [C:4]1([CH3:8])[CH:5]=[CH:6][CH:7]=[C:2]([N:12]2[CH:13]=[CH:14][CH:15]=[C:10]([NH2:9])[CH2:11]2)[CH:3]=1. The yield is 0.980. (3) The catalyst is C1COCC1.O. The product is [C:22]1([C:25]2[CH:26]=[CH:27][CH:28]=[CH:29][CH:30]=2)[CH:23]=[CH:24][C:19]([O:18][CH2:17][CH2:16][CH2:15][O:14][C:11]2[CH:12]=[CH:13][C:8]([CH2:7][CH:6]([O:32][CH3:33])[C:5]([OH:34])=[O:4])=[C:9]([F:31])[CH:10]=2)=[CH:20][CH:21]=1. The yield is 0.830. The reactants are [OH-].[Li+].C[O:4][C:5](=[O:34])[CH:6]([O:32][CH3:33])[CH2:7][C:8]1[CH:13]=[CH:12][C:11]([O:14][CH2:15][CH2:16][CH2:17][O:18][C:19]2[CH:24]=[CH:23][C:22]([C:25]3[CH:30]=[CH:29][CH:28]=[CH:27][CH:26]=3)=[CH:21][CH:20]=2)=[CH:10][C:9]=1[F:31]. (4) The reactants are [C:1]([N:9]=[C:10]=[S:11])(=[O:8])[C:2]1[CH:7]=[CH:6][CH:5]=[CH:4][CH:3]=1.[NH:12]1[C:21]2[C:16](=[CH:17][CH:18]=[CH:19][CH:20]=2)[CH2:15][CH2:14][CH2:13]1. The catalyst is ClCCl. The product is [NH2:9][C:10]([NH2:12])=[S:11].[C:1]([N:12]1[C:21]2[C:16](=[CH:17][CH:18]=[CH:19][CH:20]=2)[CH2:15][CH2:14][CH2:13]1)(=[O:8])[C:2]1[CH:7]=[CH:6][CH:5]=[CH:4][CH:3]=1. The yield is 0.930. (5) The reactants are O.O.[Sn](Cl)Cl.[N+:6]([C:9]1[CH:10]=[C:11]([C:19]([F:22])([F:21])[F:20])[C:12]([CH:15]([CH3:18])[C:16]#[N:17])=[N:13][CH:14]=1)([O-])=O. The catalyst is CC(=O)OCC. The product is [NH2:6][C:9]1[CH:10]=[C:11]([C:19]([F:22])([F:20])[F:21])[C:12]([CH:15]([CH3:18])[C:16]#[N:17])=[N:13][CH:14]=1. The yield is 0.850. (6) The reactants are [NH2:1][C:2]1[S:6][N:5]=[C:4]([CH3:7])[C:3]=1[C:8]#[N:9].[C:10](Cl)(=[O:15])[CH2:11][CH:12]([CH3:14])[CH3:13]. The catalyst is N1C=CC=CC=1.C(Cl)(Cl)Cl. The product is [C:8]([C:3]1[C:4]([CH3:7])=[N:5][S:6][C:2]=1[NH:1][C:10](=[O:15])[CH2:11][CH:12]([CH3:14])[CH3:13])#[N:9]. The yield is 0.880. (7) The reactants are Br[C:2]1[CH:3]=[CH:4][C:5]([F:11])=[C:6]([CH:10]=1)[C:7]([OH:9])=[O:8].[F:12][C:13]1[CH:14]=[C:15](B(O)O)[CH:16]=[CH:17][CH:18]=1.C([O-])([O-])=O.[Na+].[Na+]. The catalyst is O.CCO.CN(C=O)C.C1C=CC([P]([Pd]([P](C2C=CC=CC=2)(C2C=CC=CC=2)C2C=CC=CC=2)([P](C2C=CC=CC=2)(C2C=CC=CC=2)C2C=CC=CC=2)[P](C2C=CC=CC=2)(C2C=CC=CC=2)C2C=CC=CC=2)(C2C=CC=CC=2)C2C=CC=CC=2)=CC=1. The product is [F:11][C:5]1[CH:4]=[CH:3][C:2]([C:17]2[CH:16]=[CH:15][CH:14]=[C:13]([F:12])[CH:18]=2)=[CH:10][C:6]=1[C:7]([OH:9])=[O:8]. The yield is 0.970. (8) The reactants are C(O/[N:5]=[C:6](/[C:8]1[CH:9]=[C:10]([C:15]2([C:18]([O:20][CH3:21])=[O:19])[CH2:17][CH2:16]2)[CH:11]=[CH:12][C:13]=1[OH:14])\[CH3:7])(=O)C.N1C=CC=CC=1.O. The catalyst is CN(C=O)C. The product is [CH3:7][C:6]1[C:8]2[CH:9]=[C:10]([C:15]3([C:18]([O:20][CH3:21])=[O:19])[CH2:17][CH2:16]3)[CH:11]=[CH:12][C:13]=2[O:14][N:5]=1. The yield is 0.820. (9) The reactants are Cl.[Br:2][C:3]1[CH:4]=[C:5]([CH2:9][NH2:10])[CH:6]=[CH:7][CH:8]=1.C[O-].[Na+].[CH2:14]([O:16][CH:17]([O:22][CH2:23][CH3:24])[C:18](=[NH:21])OC)[CH3:15]. The catalyst is CO. The product is [Br:2][C:3]1[CH:4]=[C:5]([CH:6]=[CH:7][CH:8]=1)[CH2:9][NH:10][C:18](=[NH:21])[CH:17]([O:22][CH2:23][CH3:24])[O:16][CH2:14][CH3:15]. The yield is 0.510.